This data is from Reaction yield outcomes from USPTO patents with 853,638 reactions. The task is: Predict the reaction yield, written as a fraction of the theoretical maximum amount of product (1.0 means a 100% yield; for example, 0.34 means a 34% yield). (1) The reactants are [NH2:1][C:2]1[CH:11]=[CH:10][C:5]([C:6]([O:8][CH3:9])=[O:7])=[CH:4][C:3]=1I.[CH:13]1([C:19]#[C:20][Si:21]([CH3:24])([CH3:23])[CH3:22])[CH2:18][CH2:17][CH2:16][CH2:15][CH2:14]1. No catalyst specified. The product is [CH:13]1([C:19]2[C:3]3[C:2](=[CH:11][CH:10]=[C:5]([C:6]([O:8][CH3:9])=[O:7])[CH:4]=3)[NH:1][C:20]=2[Si:21]([CH3:22])([CH3:24])[CH3:23])[CH2:18][CH2:17][CH2:16][CH2:15][CH2:14]1. The yield is 0.670. (2) The reactants are [CH3:1][O:2][C:3]1[CH:4]=[C:5]2[C:10](=[CH:11][C:12]=1[O:13][CH3:14])[N:9]=[CH:8][CH:7]=[C:6]2[O:15][C:16]1[CH:21]=[CH:20][C:19]([NH2:22])=[CH:18][C:17]=1[F:23].[NH4+].[N:25]#[C:26][S-:27].BrBr. The catalyst is CC(O)=O. The yield is 0.480. The product is [CH3:1][O:2][C:3]1[CH:4]=[C:5]2[C:10](=[CH:11][C:12]=1[O:13][CH3:14])[N:9]=[CH:8][CH:7]=[C:6]2[O:15][C:16]1[C:17]([F:23])=[CH:18][C:19]2[N:22]=[C:26]([NH2:25])[S:27][C:20]=2[CH:21]=1. (3) The yield is 0.990. The catalyst is C1COCC1. The reactants are [Cl:1][C:2]1[CH:10]=[CH:9][C:5]([C:6](O)=[O:7])=[CH:4][C:3]=1[O:11][CH3:12].B.C1COCC1. The product is [Cl:1][C:2]1[CH:10]=[CH:9][C:5]([CH2:6][OH:7])=[CH:4][C:3]=1[O:11][CH3:12]. (4) The reactants are S(Cl)(Cl)=O.[C:5]([O:8][CH2:9][C:10]([CH3:40])([CH3:39])[CH2:11][N:12]1[C:18]2[CH:19]=[CH:20][C:21]([Cl:23])=[CH:22][C:17]=2[C@@H:16]([C:24]2[CH:29]=[CH:28][CH:27]=[C:26]([O:30][CH3:31])[C:25]=2[O:32][CH3:33])[O:15][C@H:14]([CH2:34][C:35](O)=[O:36])[C:13]1=[O:38])(=[O:7])[CH3:6].Cl.[NH2:42][CH2:43][CH2:44][C:45]1[O:46][CH:47]=[CH:48][C:49]=1[C:50]([O:52][CH3:53])=[O:51].C(N(CC)CC)C. The catalyst is O1CCCC1.C(OCC)(=O)C.CN(C)C=O. The product is [C:5]([O:8][CH2:9][C:10]([CH3:40])([CH3:39])[CH2:11][N:12]1[C:18]2[CH:19]=[CH:20][C:21]([Cl:23])=[CH:22][C:17]=2[C@@H:16]([C:24]2[CH:29]=[CH:28][CH:27]=[C:26]([O:30][CH3:31])[C:25]=2[O:32][CH3:33])[O:15][C@H:14]([CH2:34][C:35]([NH:42][CH2:43][CH2:44][C:45]2[O:46][CH:47]=[CH:48][C:49]=2[C:50]([O:52][CH3:53])=[O:51])=[O:36])[C:13]1=[O:38])(=[O:7])[CH3:6]. The yield is 1.00. (5) The reactants are [CH3:1][O:2][C:3]1[CH:11]=[C:10]([N+:12]([O-:14])=[O:13])[CH:9]=[CH:8][C:4]=1[C:5]([OH:7])=[O:6].[C:15](=O)([O-])[O-].[K+].[K+].IC. No catalyst specified. The product is [CH3:1][O:2][C:3]1[CH:11]=[C:10]([N+:12]([O-:14])=[O:13])[CH:9]=[CH:8][C:4]=1[C:5]([O:7][CH3:15])=[O:6]. The yield is 0.770. (6) The reactants are [F:1][C:2]1[CH:7]=[CH:6][CH:5]=[CH:4][C:3]=1[C:8]1[NH:12][CH:11]=[C:10]([CH:13]=[O:14])[CH:9]=1.[Cl:15]N1C(=O)CCC1=O.O. The catalyst is CN(C)C=O. The product is [Cl:15][C:9]1[C:10]([CH:13]=[O:14])=[CH:11][NH:12][C:8]=1[C:3]1[CH:4]=[CH:5][CH:6]=[CH:7][C:2]=1[F:1]. The yield is 0.460. (7) The reactants are [H-].[Na+].C[C:4](P(OC)(O)=O)([C:6]([O-:8])=[O:7])[CH3:5].[CH3:14][O:15][CH2:16][O:17][C:18]1[CH:23]=[C:22]([O:24][CH2:25][O:26][CH3:27])[CH:21]=[CH:20][C:19]=1[CH:28]1[CH2:33][CH2:32]C(=O)[CH2:30][CH2:29]1.O1CCC[CH2:36]1. The product is [CH3:14][O:15][CH2:16][O:17][C:18]1[CH:23]=[C:22]([O:24][CH2:25][O:26][CH3:27])[CH:21]=[CH:20][C:19]=1[CH:28]1[CH2:33][CH2:32][C:5](=[CH:4][C:6]([O:8][CH3:36])=[O:7])[CH2:30][CH2:29]1. The yield is 0.950. No catalyst specified. (8) The reactants are [NH2:1][C:2]1[S:3][CH:4]=[C:5]([C:7]2[CH:21]=[CH:20][C:10]([CH2:11][NH:12][C:13]([O:15][C:16]([CH3:19])([CH3:18])[CH3:17])=[O:14])=[CH:9][CH:8]=2)[N:6]=1.C(N(CC)CC)C.[CH:29]1([C:32](Cl)=[O:33])[CH2:31][CH2:30]1. The catalyst is C(Cl)Cl.O1CCOCC1. The product is [CH2:30]1[CH2:31][CH:29]1[C:32]([NH:1][C:2]1[S:3][CH:4]=[C:5]([C:7]2[CH:21]=[CH:20][C:10]([CH2:11][NH:12][C:13]([O:15][C:16]([CH3:18])([CH3:17])[CH3:19])=[O:14])=[CH:9][CH:8]=2)[N:6]=1)=[O:33]. The yield is 0.650. (9) The reactants are [NH2:1][C@@H:2]([C:24]1[CH:29]=[CH:28][C:27]([F:30])=[CH:26][CH:25]=1)[C:3]([NH:5][C@@H:6]1[C:12](=[O:13])[NH:11][C:10]2[CH:14]=[CH:15][CH:16]=[CH:17][C:9]=2[O:8][C@@H:7]1[C:18]1[CH:23]=[CH:22][CH:21]=[CH:20][CH:19]=1)=[O:4].[F:31][C:32]1[CH:33]=[C:34]([CH2:39][C:40](O)=[O:41])[CH:35]=[C:36]([F:38])[CH:37]=1.C1C=CC2N(O)N=NC=2C=1.CN1CCOCC1.CCN=C=NCCCN(C)C.Cl. The catalyst is C(Cl)Cl. The product is [F:31][C:32]1[CH:33]=[C:34]([CH2:39][C:40]([NH:1][C@@H:2]([C:24]2[CH:25]=[CH:26][C:27]([F:30])=[CH:28][CH:29]=2)[C:3]([NH:5][C@@H:6]2[C:12](=[O:13])[NH:11][C:10]3[CH:14]=[CH:15][CH:16]=[CH:17][C:9]=3[O:8][C@@H:7]2[C:18]2[CH:23]=[CH:22][CH:21]=[CH:20][CH:19]=2)=[O:4])=[O:41])[CH:35]=[C:36]([F:38])[CH:37]=1. The yield is 0.760. (10) The reactants are [CH2:1]([O:3][P:4]([C:9]1[CH:14]=[CH:13][C:12]([N+:15]([O-])=O)=[CH:11][CH:10]=1)(=[O:8])[O:5][CH2:6][CH3:7])[CH3:2].Cl[Sn]Cl.C([O-])([O-])=O.[Na+].[Na+]. The catalyst is C(Cl)Cl. The product is [CH2:6]([O:5][P:4]([C:9]1[CH:10]=[CH:11][C:12]([NH2:15])=[CH:13][CH:14]=1)(=[O:8])[O:3][CH2:1][CH3:2])[CH3:7]. The yield is 0.880.